Regression. Given two drug SMILES strings and cell line genomic features, predict the synergy score measuring deviation from expected non-interaction effect. From a dataset of NCI-60 drug combinations with 297,098 pairs across 59 cell lines. (1) Drug 1: C1=C(C(=O)NC(=O)N1)F. Drug 2: B(C(CC(C)C)NC(=O)C(CC1=CC=CC=C1)NC(=O)C2=NC=CN=C2)(O)O. Cell line: A549. Synergy scores: CSS=56.2, Synergy_ZIP=6.09, Synergy_Bliss=4.68, Synergy_Loewe=6.47, Synergy_HSA=6.48. (2) Drug 1: CC1OCC2C(O1)C(C(C(O2)OC3C4COC(=O)C4C(C5=CC6=C(C=C35)OCO6)C7=CC(=C(C(=C7)OC)O)OC)O)O. Drug 2: CC1=C(C=C(C=C1)NC(=O)C2=CC=C(C=C2)CN3CCN(CC3)C)NC4=NC=CC(=N4)C5=CN=CC=C5. Cell line: PC-3. Synergy scores: CSS=17.5, Synergy_ZIP=-4.83, Synergy_Bliss=-0.296, Synergy_Loewe=-9.59, Synergy_HSA=-1.56. (3) Drug 1: CN1CCC(CC1)COC2=C(C=C3C(=C2)N=CN=C3NC4=C(C=C(C=C4)Br)F)OC. Drug 2: B(C(CC(C)C)NC(=O)C(CC1=CC=CC=C1)NC(=O)C2=NC=CN=C2)(O)O. Cell line: COLO 205. Synergy scores: CSS=-2.48, Synergy_ZIP=2.03, Synergy_Bliss=1.33, Synergy_Loewe=-4.68, Synergy_HSA=-6.26. (4) Drug 1: CC1C(C(CC(O1)OC2CC(CC3=C2C(=C4C(=C3O)C(=O)C5=C(C4=O)C(=CC=C5)OC)O)(C(=O)CO)O)N)O.Cl. Drug 2: C1=NC2=C(N1)C(=S)N=CN2. Cell line: HS 578T. Synergy scores: CSS=30.3, Synergy_ZIP=-10.4, Synergy_Bliss=0.183, Synergy_Loewe=-2.92, Synergy_HSA=2.45. (5) Drug 1: C1=C(C(=O)NC(=O)N1)N(CCCl)CCCl. Drug 2: CN(C(=O)NC(C=O)C(C(C(CO)O)O)O)N=O. Cell line: A498. Synergy scores: CSS=-3.14, Synergy_ZIP=-6.47, Synergy_Bliss=-4.78, Synergy_Loewe=-20.9, Synergy_HSA=-5.13. (6) Drug 1: CC(C1=C(C=CC(=C1Cl)F)Cl)OC2=C(N=CC(=C2)C3=CN(N=C3)C4CCNCC4)N. Drug 2: C1=CC(=CC=C1CCCC(=O)O)N(CCCl)CCCl. Cell line: HL-60(TB). Synergy scores: CSS=66.0, Synergy_ZIP=-7.05, Synergy_Bliss=-12.4, Synergy_Loewe=-13.8, Synergy_HSA=-13.0. (7) Drug 1: CN1C(=O)N2C=NC(=C2N=N1)C(=O)N. Drug 2: CCC1(CC2CC(C3=C(CCN(C2)C1)C4=CC=CC=C4N3)(C5=C(C=C6C(=C5)C78CCN9C7C(C=CC9)(C(C(C8N6C)(C(=O)OC)O)OC(=O)C)CC)OC)C(=O)OC)O.OS(=O)(=O)O. Cell line: M14. Synergy scores: CSS=1.64, Synergy_ZIP=2.33, Synergy_Bliss=5.81, Synergy_Loewe=-4.58, Synergy_HSA=0.463. (8) Drug 1: CCC1=C2CN3C(=CC4=C(C3=O)COC(=O)C4(CC)O)C2=NC5=C1C=C(C=C5)O. Drug 2: CC1=C(N=C(N=C1N)C(CC(=O)N)NCC(C(=O)N)N)C(=O)NC(C(C2=CN=CN2)OC3C(C(C(C(O3)CO)O)O)OC4C(C(C(C(O4)CO)O)OC(=O)N)O)C(=O)NC(C)C(C(C)C(=O)NC(C(C)O)C(=O)NCCC5=NC(=CS5)C6=NC(=CS6)C(=O)NCCC[S+](C)C)O. Cell line: NCI-H522. Synergy scores: CSS=36.2, Synergy_ZIP=-9.03, Synergy_Bliss=-6.38, Synergy_Loewe=-4.71, Synergy_HSA=2.84. (9) Drug 1: CC1=CC=C(C=C1)C2=CC(=NN2C3=CC=C(C=C3)S(=O)(=O)N)C(F)(F)F. Drug 2: C1=NNC2=C1C(=O)NC=N2. Cell line: A549. Synergy scores: CSS=2.04, Synergy_ZIP=-0.103, Synergy_Bliss=0.596, Synergy_Loewe=-2.13, Synergy_HSA=-0.715. (10) Drug 1: CS(=O)(=O)OCCCCOS(=O)(=O)C. Drug 2: CCC1(C2=C(COC1=O)C(=O)N3CC4=CC5=C(C=CC(=C5CN(C)C)O)N=C4C3=C2)O.Cl. Cell line: HOP-62. Synergy scores: CSS=13.6, Synergy_ZIP=5.15, Synergy_Bliss=5.76, Synergy_Loewe=-40.8, Synergy_HSA=1.24.